Dataset: hERG Central: cardiac toxicity at 1µM, 10µM, and general inhibition. Task: Predict hERG channel inhibition at various concentrations. (1) The drug is O=C(OCCN(CCOC(=O)c1ccncc1)S(=O)(=O)c1cccs1)c1ccncc1. Results: hERG_inhib (hERG inhibition (general)): blocker. (2) The compound is F[B-](F)(F)F.OCC[NH+]=c1cc(-c2ccccc2)oc2ccc(Cl)cc12. Results: hERG_inhib (hERG inhibition (general)): blocker. (3) The compound is O=[N+]([O-])c1ccc(N2CCN(Cc3ccc4c(c3)OCO4)CC2)nc1. Results: hERG_inhib (hERG inhibition (general)): blocker. (4) The molecule is Cc1ccc(Nc2nc(N)nc(CN3CCCCCC3)n2)cc1. Results: hERG_inhib (hERG inhibition (general)): blocker. (5) The compound is CSc1sc(-c2n[nH]c(=S)n2C)c2c1C=CCC2. Results: hERG_inhib (hERG inhibition (general)): blocker. (6) The drug is O=C(Cc1ccc(Cl)cc1)Nc1ccccc1N1CCN(C(=O)c2ccccc2)CC1. Results: hERG_inhib (hERG inhibition (general)): blocker. (7) The compound is COc1ccc(-c2nnc(SCc3nnc(-c4ccccc4)o3)n2C)cc1OC. Results: hERG_inhib (hERG inhibition (general)): blocker. (8) The molecule is COc1ccc(N2CC(O)(c3ccc(OC(F)F)cc3)[N+]3=C2CCCC3)cc1.[Br-]. Results: hERG_inhib (hERG inhibition (general)): blocker. (9) Results: hERG_inhib (hERG inhibition (general)): blocker. The molecule is CCN1CCN(Cc2cc(=O)oc3cc(C)cc(C)c23)CC1. (10) The molecule is CCCCN(CC)CCCNC(=O)c1cn(CC)c2ccc(S(=O)(=O)N3CCc4ccccc4C3)cc2c1=O. Results: hERG_inhib (hERG inhibition (general)): blocker.